This data is from NCI-60 drug combinations with 297,098 pairs across 59 cell lines. The task is: Regression. Given two drug SMILES strings and cell line genomic features, predict the synergy score measuring deviation from expected non-interaction effect. (1) Drug 1: COC1=C2C(=CC3=C1OC=C3)C=CC(=O)O2. Drug 2: C(CN)CNCCSP(=O)(O)O. Cell line: HCC-2998. Synergy scores: CSS=-3.54, Synergy_ZIP=1.30, Synergy_Bliss=-3.44, Synergy_Loewe=-6.96, Synergy_HSA=-8.04. (2) Drug 1: CN1CCC(CC1)COC2=C(C=C3C(=C2)N=CN=C3NC4=C(C=C(C=C4)Br)F)OC. Drug 2: CC1=C(C(=O)C2=C(C1=O)N3CC4C(C3(C2COC(=O)N)OC)N4)N. Cell line: CAKI-1. Synergy scores: CSS=52.6, Synergy_ZIP=8.50, Synergy_Bliss=8.74, Synergy_Loewe=9.82, Synergy_HSA=12.8. (3) Drug 1: C1=CN(C=N1)CC(O)(P(=O)(O)O)P(=O)(O)O. Drug 2: CC1=C(N=C(N=C1N)C(CC(=O)N)NCC(C(=O)N)N)C(=O)NC(C(C2=CN=CN2)OC3C(C(C(C(O3)CO)O)O)OC4C(C(C(C(O4)CO)O)OC(=O)N)O)C(=O)NC(C)C(C(C)C(=O)NC(C(C)O)C(=O)NCCC5=NC(=CS5)C6=NC(=CS6)C(=O)NCCC[S+](C)C)O. Cell line: CCRF-CEM. Synergy scores: CSS=0.259, Synergy_ZIP=-2.72, Synergy_Bliss=-4.57, Synergy_Loewe=-16.5, Synergy_HSA=-9.42. (4) Drug 1: CC1=CC2C(CCC3(C2CCC3(C(=O)C)OC(=O)C)C)C4(C1=CC(=O)CC4)C. Drug 2: C1CN(P(=O)(OC1)NCCCl)CCCl. Cell line: HL-60(TB). Synergy scores: CSS=-0.939, Synergy_ZIP=2.12, Synergy_Bliss=4.36, Synergy_Loewe=0.0189, Synergy_HSA=0.777. (5) Drug 1: C1CC(=O)NC(=O)C1N2CC3=C(C2=O)C=CC=C3N. Drug 2: C1C(C(OC1N2C=NC3=C(N=C(N=C32)Cl)N)CO)O. Cell line: SK-MEL-28. Synergy scores: CSS=8.66, Synergy_ZIP=-0.192, Synergy_Bliss=4.67, Synergy_Loewe=1.32, Synergy_HSA=3.62. (6) Drug 1: CC(CN1CC(=O)NC(=O)C1)N2CC(=O)NC(=O)C2. Drug 2: COCCOC1=C(C=C2C(=C1)C(=NC=N2)NC3=CC=CC(=C3)C#C)OCCOC.Cl. Cell line: HCT-15. Synergy scores: CSS=27.4, Synergy_ZIP=-4.46, Synergy_Bliss=-1.16, Synergy_Loewe=-1.52, Synergy_HSA=-1.22. (7) Drug 1: CN(C)N=NC1=C(NC=N1)C(=O)N. Drug 2: C1=CN(C=N1)CC(O)(P(=O)(O)O)P(=O)(O)O. Cell line: T-47D. Synergy scores: CSS=5.98, Synergy_ZIP=-0.809, Synergy_Bliss=1.64, Synergy_Loewe=0.970, Synergy_HSA=1.31. (8) Drug 1: C1CC(C1)(C(=O)O)C(=O)O.[NH2-].[NH2-].[Pt+2]. Drug 2: CC=C1C(=O)NC(C(=O)OC2CC(=O)NC(C(=O)NC(CSSCCC=C2)C(=O)N1)C(C)C)C(C)C. Cell line: MDA-MB-435. Synergy scores: CSS=58.5, Synergy_ZIP=-0.390, Synergy_Bliss=-3.03, Synergy_Loewe=-51.1, Synergy_HSA=-3.05.